This data is from Reaction yield outcomes from USPTO patents with 853,638 reactions. The task is: Predict the reaction yield, written as a fraction of the theoretical maximum amount of product (1.0 means a 100% yield; for example, 0.34 means a 34% yield). (1) The reactants are Br[C:2]1[CH:3]=[C:4]([CH:7]=[CH:8][CH:9]=1)[CH:5]=[O:6].[S:10]1[CH:14]=[CH:13][CH:12]=[C:11]1B(O)O. No catalyst specified. The product is [S:10]1[CH:14]=[CH:13][CH:12]=[C:11]1[C:2]1[CH:3]=[C:4]([CH:7]=[CH:8][CH:9]=1)[CH:5]=[O:6]. The yield is 0.930. (2) No catalyst specified. The product is [Si:1]([O:8][CH2:9][CH2:10][C:11]1[CH:12]=[N:13][N:14]([C:17]2[CH:22]=[C:21]([C:23]#[N:24])[CH:20]=[CH:19][N:18]=2)[C:15]=1[O:16][CH2:32][C:29]1[CH:30]=[CH:31][C:26]([F:25])=[CH:27][CH:28]=1)([C:4]([CH3:7])([CH3:5])[CH3:6])([CH3:3])[CH3:2]. The reactants are [Si:1]([O:8][CH2:9][CH2:10][C:11]1[CH:12]=[N:13][N:14]([C:17]2[CH:22]=[C:21]([C:23]#[N:24])[CH:20]=[CH:19][N:18]=2)[C:15]=1[OH:16])([C:4]([CH3:7])([CH3:6])[CH3:5])([CH3:3])[CH3:2].[F:25][C:26]1[CH:31]=[CH:30][C:29]([CH2:32]O)=[CH:28][CH:27]=1. The yield is 0.430.